Dataset: Reaction yield outcomes from USPTO patents with 853,638 reactions. Task: Predict the reaction yield, written as a fraction of the theoretical maximum amount of product (1.0 means a 100% yield; for example, 0.34 means a 34% yield). The reactants are [NH2:1][CH2:2][CH2:3][C@@H:4]([N:12]([CH3:24])[C:13]([C:15]1[CH:23]=[CH:22][C:18]2[O:19][CH2:20][O:21][C:17]=2[CH:16]=1)=[O:14])[CH2:5][C:6]1[CH:11]=[CH:10][CH:9]=[CH:8][CH:7]=1.[NH:25]1[C:33]2[C:28](=[CH:29][CH:30]=[CH:31][CH:32]=2)[CH:27]=[C:26]1[C:34](O)=[O:35].C1C=CC2N(O)N=NC=2C=1.Cl.C(N(CC)CC)C. The catalyst is C(Cl)Cl.CCOC(C)=O.C(Cl)CCl. The product is [O:19]1[C:18]2[CH:22]=[CH:23][C:15]([C:13]([N:12]([CH3:24])[C@@H:4]([CH2:5][C:6]3[CH:11]=[CH:10][CH:9]=[CH:8][CH:7]=3)[CH2:3][CH2:2][NH:1][C:34]([C:26]3[NH:25][C:33]4[C:28]([CH:27]=3)=[CH:29][CH:30]=[CH:31][CH:32]=4)=[O:35])=[O:14])=[CH:16][C:17]=2[O:21][CH2:20]1. The yield is 0.680.